From a dataset of Full USPTO retrosynthesis dataset with 1.9M reactions from patents (1976-2016). Predict the reactants needed to synthesize the given product. (1) Given the product [CH2:1]([O:3][C:4]1[CH:5]=[N:6][C:7]([C:10]2[CH:11]=[C:12]([OH:25])[CH:13]=[CH:14][CH:15]=2)=[N:8][CH:9]=1)[CH3:2], predict the reactants needed to synthesize it. The reactants are: [CH2:1]([O:3][C:4]1[CH:5]=[N:6][C:7]([C:10]2[CH:15]=[CH:14][CH:13]=[C:12](B3OC(C)(C)C(C)(C)O3)[CH:11]=2)=[N:8][CH:9]=1)[CH3:2].[OH-:25].[Na+].OO. (2) Given the product [NH2:11][CH2:10][C@@H:9]([C:22]([NH:24][CH3:25])=[O:23])[NH:8][C:6]([O:5][C:1]([CH3:2])([CH3:3])[CH3:4])=[O:7], predict the reactants needed to synthesize it. The reactants are: [C:1]([O:5][C:6]([NH:8][CH:9]([C:22]([NH:24][CH3:25])=[O:23])[CH2:10][NH:11]C(=O)OCC1C=CC=CC=1)=[O:7])([CH3:4])([CH3:3])[CH3:2]. (3) Given the product [CH2:1]([O:8][C@H:9]1[C@H:14]([O:15][CH2:16][C:17]2[CH:18]=[CH:19][CH:20]=[CH:21][CH:22]=2)[C@@H:13]([O:23][CH2:24][C:25]2[CH:30]=[CH:29][CH:28]=[CH:27][CH:26]=2)[C@@:12]([C:33]2[CH:38]=[CH:37][C:36]([Cl:39])=[C:35]([CH2:40][C:41]3[CH:46]=[CH:45][C:44]([O:47][CH2:48][CH3:49])=[C:43]([F:50])[CH:42]=3)[CH:34]=2)([O:31][CH3:32])[O:11][C:10]1([CH2:51][OH:52])[CH2:53][OH:54])[C:2]1[CH:7]=[CH:6][CH:5]=[CH:4][CH:3]=1, predict the reactants needed to synthesize it. The reactants are: [CH2:1]([O:8][C@H:9]1[C@H:14]([O:15][CH2:16][C:17]2[CH:22]=[CH:21][CH:20]=[CH:19][CH:18]=2)[C@@H:13]([O:23][CH2:24][C:25]2[CH:30]=[CH:29][CH:28]=[CH:27][CH:26]=2)[C@@:12]([C:33]2[CH:38]=[CH:37][C:36]([Cl:39])=[C:35]([CH2:40][C:41]3[CH:46]=[CH:45][C:44]([O:47][CH2:48][CH3:49])=[C:43]([F:50])[CH:42]=3)[CH:34]=2)([O:31][CH3:32])[O:11][C@:10]1([CH2:53][OH:54])[CH:51]=[O:52])[C:2]1[CH:7]=[CH:6][CH:5]=[CH:4][CH:3]=1.[BH4-].[Na+]. (4) Given the product [Cl:13][C:14]1[N:15]=[C:16]([NH2:21])[N:17]=[C:18]([NH:12][C:3]([CH3:2])([CH3:11])[CH2:4][C:5]2[CH:10]=[CH:9][CH:8]=[CH:7][CH:6]=2)[CH:19]=1, predict the reactants needed to synthesize it. The reactants are: Cl.[CH3:2][C:3]([NH2:12])([CH3:11])[CH2:4][C:5]1[CH:10]=[CH:9][CH:8]=[CH:7][CH:6]=1.[Cl:13][C:14]1[CH:19]=[C:18](Cl)[N:17]=[C:16]([NH2:21])[N:15]=1.CCN(C(C)C)C(C)C. (5) Given the product [CH:1]1([C:4]2[CH:13]=[C:8]([C:9]([O:11][CH3:12])=[O:10])[C:7]([F:14])=[CH:6][C:5]=2[O:15][CH:16]2[CH2:21][CH2:20][CH2:19][N:18]([C@H:23]([C:31]3[CH:30]=[C:29]([Cl:28])[CH:34]=[C:33]([Cl:35])[CH:32]=3)[C:22]([OH:26])=[O:25])[CH2:17]2)[CH2:2][CH2:3]1, predict the reactants needed to synthesize it. The reactants are: [CH:1]1([C:4]2[C:5]([O:15][C@@H:16]3[CH2:21][CH2:20][CH2:19][NH:18][CH2:17]3)=[CH:6][C:7]([F:14])=[C:8]([CH:13]=2)[C:9]([O:11][CH3:12])=[O:10])[CH2:3][CH2:2]1.[C:22]([OH:26])(=[O:25])[CH:23]=O.O.[Cl:28][C:29]1[CH:30]=[C:31](B(O)O)[CH:32]=[C:33]([Cl:35])[CH:34]=1. (6) Given the product [C:1]1([S:7]([C:10]2[C:11]([CH2:18][C:19]3[C:27]4[C:22](=[CH:23][CH:24]=[C:25]([F:28])[CH:26]=4)[N:21]([CH2:29][C:30]([OH:32])=[O:31])[C:20]=3[CH3:33])=[N:12][CH:13]=[N:14][CH:15]=2)(=[O:8])=[O:9])[CH:2]=[CH:3][CH:4]=[CH:5][CH:6]=1, predict the reactants needed to synthesize it. The reactants are: [C:1]1([S:7]([C:10]2[C:11]([CH2:18][C:19]3[C:27]4[C:22](=[CH:23][CH:24]=[C:25]([F:28])[CH:26]=4)[N:21]([CH2:29][C:30]([OH:32])=[O:31])[C:20]=3[CH3:33])=[N:12][C:13](SC)=[N:14][CH:15]=2)(=[O:9])=[O:8])[CH:6]=[CH:5][CH:4]=[CH:3][CH:2]=1.C(O)C. (7) Given the product [ClH:23].[ClH:23].[ClH:23].[N:1]1[CH:6]=[CH:5][CH:4]=[C:3]([CH2:7][CH2:8][CH2:9][N:10]2[CH2:15][CH2:14][NH:13][CH2:12][CH2:11]2)[CH:2]=1, predict the reactants needed to synthesize it. The reactants are: [N:1]1[CH:6]=[CH:5][CH:4]=[C:3]([CH2:7][CH2:8][CH2:9][N:10]2[CH2:15][CH2:14][N:13](C(OC(C)(C)C)=O)[CH2:12][CH2:11]2)[CH:2]=1.[ClH:23].O1CCOCC1.